This data is from Full USPTO retrosynthesis dataset with 1.9M reactions from patents (1976-2016). The task is: Predict the reactants needed to synthesize the given product. (1) Given the product [S:16]1[C:20]2[CH:21]=[CH:22][CH:23]=[CH:24][C:19]=2[C:18]([CH2:25][N:2]2[C:27]([C:29]3[N:33]([CH3:34])[CH:32]=[C:31]([C:35]([OH:37])=[O:36])[CH:30]=3)=[C:4]3[C:3]([N:8]([CH2:9][CH:10]([CH3:11])[CH3:12])[C:7](=[O:13])[N:6]([CH3:14])[C:5]3=[O:15])=[N:1]2)=[CH:17]1, predict the reactants needed to synthesize it. The reactants are: [NH:1]([C:3]1[N:8]([CH2:9][CH:10]([CH3:12])[CH3:11])[C:7](=[O:13])[N:6]([CH3:14])[C:5](=[O:15])[CH:4]=1)[NH2:2].[S:16]1[C:20]2[CH:21]=[CH:22][CH:23]=[CH:24][C:19]=2[C:18]([CH:25]=O)=[CH:17]1.[CH:27]([C:29]1[N:33]([CH3:34])[CH:32]=[C:31]([C:35]([OH:37])=[O:36])[CH:30]=1)=O. (2) Given the product [F:31][C:25]1[C:24]([N:17]2[CH2:16][CH2:15][C:12]3([C:11](=[O:20])[N:10]([C:7]4[CH:8]=[CH:9][C:4]([O:3][C:2]([F:1])([F:21])[F:22])=[CH:5][CH:6]=4)[CH2:14][CH2:13]3)[CH2:19][CH2:18]2)=[CH:29][C:28]([CH3:30])=[CH:27][N:26]=1, predict the reactants needed to synthesize it. The reactants are: [F:1][C:2]([F:22])([F:21])[O:3][C:4]1[CH:9]=[CH:8][C:7]([N:10]2[CH2:14][CH2:13][C:12]3([CH2:19][CH2:18][NH:17][CH2:16][CH2:15]3)[C:11]2=[O:20])=[CH:6][CH:5]=1.Br[C:24]1[C:25]([F:31])=[N:26][CH:27]=[C:28]([CH3:30])[CH:29]=1. (3) Given the product [CH3:1][N:2]1[CH2:14][CH2:13][C:12]2[C:11]3[C:6](=[CH:7][CH:8]=[C:9]([CH3:15])[CH:10]=3)[N:5]([CH2:28][CH:26]([C:23]3[CH:24]=[CH:25][C:20]([O:19][CH3:18])=[CH:21][CH:22]=3)[OH:27])[C:4]=2[CH2:3]1, predict the reactants needed to synthesize it. The reactants are: [CH3:1][N:2]1[CH2:14][CH2:13][C:12]2[C:11]3[C:6](=[CH:7][CH:8]=[C:9]([CH3:15])[CH:10]=3)[NH:5][C:4]=2[CH2:3]1.[H-].[Na+].[CH3:18][O:19][C:20]1[CH:25]=[CH:24][C:23]([CH:26]2[CH2:28][O:27]2)=[CH:22][CH:21]=1. (4) Given the product [OH:10][CH2:11][C:13]1[CH:21]=[C:20]2[C:16]([CH:17]=[N:18][N:19]2[C:22]2[CH:27]=[CH:26][N:25]=[C:24]([NH:28][C@H:29]3[CH2:34][CH2:33][C@H:32]([OH:35])[CH2:31][CH2:30]3)[N:23]=2)=[CH:15][CH:14]=1, predict the reactants needed to synthesize it. The reactants are: C([BH-](CC)CC)C.[Li+].C[O:10][C:11]([C:13]1[CH:21]=[C:20]2[C:16]([CH:17]=[N:18][N:19]2[C:22]2[CH:27]=[CH:26][N:25]=[C:24]([NH:28][C@H:29]3[CH2:34][CH2:33][C@H:32]([OH:35])[CH2:31][CH2:30]3)[N:23]=2)=[CH:15][CH:14]=1)=O.Cl.[OH-].[Na+].C([O-])(O)=O.[Na+]. (5) Given the product [CH2:1]([N:9]1[CH:13]=[C:12]([C:14]2[C:22]3[C:17](=[N:18][CH:19]=[C:20]([C:23]4[CH:24]=[CH:25][C:26]([CH:29]5[CH2:34][CH2:33][NH:32][CH2:31][CH2:30]5)=[CH:27][CH:28]=4)[CH:21]=3)[NH:16][CH:15]=2)[CH:11]=[N:10]1)[CH2:2][C:3]1[CH:4]=[CH:5][CH:6]=[CH:7][CH:8]=1, predict the reactants needed to synthesize it. The reactants are: [CH2:1]([N:9]1[CH:13]=[C:12]([C:14]2[C:22]3[C:17](=[N:18][CH:19]=[C:20]([C:23]4[CH:28]=[CH:27][C:26]([CH:29]5[CH2:34][CH2:33][N:32](C(OC(C)(C)C)=O)[CH2:31][CH2:30]5)=[CH:25][CH:24]=4)[CH:21]=3)[NH:16][CH:15]=2)[CH:11]=[N:10]1)[CH2:2][C:3]1[CH:8]=[CH:7][CH:6]=[CH:5][CH:4]=1.